Dataset: Reaction yield outcomes from USPTO patents with 853,638 reactions. Task: Predict the reaction yield, written as a fraction of the theoretical maximum amount of product (1.0 means a 100% yield; for example, 0.34 means a 34% yield). (1) The reactants are [CH3:1][C@H:2]1[CH2:7][NH:6][CH2:5][CH2:4][NH:3]1.[Br:8][C:9]1[N:14]=[CH:13][CH:12]=[CH:11][N:10]=1. The catalyst is C1(C)C(C)=CC=CC=1. The product is [BrH:8].[CH3:1][C@@H:2]1[NH:3][CH2:4][CH2:5][N:6]([C:9]2[N:14]=[CH:13][CH:12]=[CH:11][N:10]=2)[CH2:7]1. The yield is 0.400. (2) The reactants are [CH3:1][O:2][C@@H:3]1[CH2:8][CH2:7][C@H:6]([N:9]2[C:18]3[C:13](=[N:14][CH:15]=[C:16]([C:19]4[C:20]([CH3:36])=[N:21][C:22]([C:25]5[N:29](C6CCCCO6)[CH:28]=[N:27][N:26]=5)=[CH:23][CH:24]=4)[N:17]=3)[NH:12][C:11](=[O:37])[CH2:10]2)[CH2:5][CH2:4]1. The catalyst is C(O)C.Cl. The product is [CH3:1][O:2][C@@H:3]1[CH2:8][CH2:7][C@H:6]([N:9]2[C:18]3[C:13](=[N:14][CH:15]=[C:16]([C:19]4[C:20]([CH3:36])=[N:21][C:22]([C:25]5[NH:29][CH:28]=[N:27][N:26]=5)=[CH:23][CH:24]=4)[N:17]=3)[NH:12][C:11](=[O:37])[CH2:10]2)[CH2:5][CH2:4]1. The yield is 0.170. (3) The reactants are [C:1]1([N:7]2[CH:11]=[CH:10][CH:9]=[N:8]2)[CH:6]=[CH:5][CH:4]=[CH:3][CH:2]=1.[Li]CCCC.[B:17](OC(C)C)([O:22]C(C)C)[O:18]C(C)C.Cl. The catalyst is C1COCC1. The product is [C:1]1([N:7]2[C:11]([B:17]([OH:22])[OH:18])=[CH:10][CH:9]=[N:8]2)[CH:2]=[CH:3][CH:4]=[CH:5][CH:6]=1. The yield is 0.760. (4) The reactants are [Cl:1][C:2]1[CH:3]=[N:4][N:5]([CH3:16])[C:6]=1[C:7]1[CH:8]=[C:9]([C:13]([OH:15])=O)[O:10][C:11]=1[CH3:12].[NH2:17][C@@H:18]([CH2:31][C:32]1[CH:37]=[CH:36][CH:35]=[C:34]([C:38]([F:41])([F:40])[F:39])[CH:33]=1)[CH2:19][N:20]1[C:28](=[O:29])[C:27]2[C:22](=[CH:23][CH:24]=[CH:25][CH:26]=2)[C:21]1=[O:30].CC(OC(N[C@H](C(O)=O)CC1C=CC=CC=1C(F)(F)F)=O)(C)C.C1CN([P+](Br)(N2CCCC2)N2CCCC2)CC1.F[P-](F)(F)(F)(F)F.CCN(C(C)C)C(C)C. The catalyst is C(Cl)(Cl)Cl. The product is [Cl:1][C:2]1[CH:3]=[N:4][N:5]([CH3:16])[C:6]=1[C:7]1[CH:8]=[C:9]([C:13]([NH:17][C@@H:18]([CH2:31][C:32]2[CH:37]=[CH:36][CH:35]=[C:34]([C:38]([F:41])([F:39])[F:40])[CH:33]=2)[CH2:19][N:20]2[C:21](=[O:30])[C:22]3[C:27](=[CH:26][CH:25]=[CH:24][CH:23]=3)[C:28]2=[O:29])=[O:15])[O:10][C:11]=1[CH3:12]. The yield is 0.480.